Regression. Given a peptide amino acid sequence and an MHC pseudo amino acid sequence, predict their binding affinity value. This is MHC class II binding data. From a dataset of Peptide-MHC class II binding affinity with 134,281 pairs from IEDB. The peptide sequence is AFKVAATCANAAPAN. The MHC is HLA-DPA10201-DPB11401 with pseudo-sequence HLA-DPA10201-DPB11401. The binding affinity (normalized) is 0.594.